This data is from Peptide-MHC class I binding affinity with 185,985 pairs from IEDB/IMGT. The task is: Regression. Given a peptide amino acid sequence and an MHC pseudo amino acid sequence, predict their binding affinity value. This is MHC class I binding data. (1) The peptide sequence is QASQEVKNW. The MHC is HLA-B18:01 with pseudo-sequence HLA-B18:01. The binding affinity (normalized) is 0. (2) The peptide sequence is RTDPVIDNI. The MHC is HLA-A31:01 with pseudo-sequence HLA-A31:01. The binding affinity (normalized) is 0.0847. (3) The peptide sequence is KIEELFYSY. The MHC is HLA-A29:02 with pseudo-sequence HLA-A29:02. The binding affinity (normalized) is 0.661.